From a dataset of Reaction yield outcomes from USPTO patents with 853,638 reactions. Predict the reaction yield, written as a fraction of the theoretical maximum amount of product (1.0 means a 100% yield; for example, 0.34 means a 34% yield). (1) The reactants are [C:1]([O:5][C:6](=[O:13])[NH:7][CH2:8][CH:9]=[CH:10][CH2:11]Cl)([CH3:4])([CH3:3])[CH3:2].C(N(C(C)C)CC)(C)C.[C:23]([O:27][C:28]([N:30]1[C:34]2[CH:35]=[CH:36][CH:37]=[CH:38][C:33]=2[N:32]=[C:31]1[CH2:39][NH:40][CH:41]1[C:50]2[N:49]=[CH:48][CH:47]=[CH:46][C:45]=2[CH2:44][CH2:43][CH2:42]1)=[O:29])([CH3:26])([CH3:25])[CH3:24]. The catalyst is C(#N)C.[I-].[K+]. The product is [C:23]([O:27][C:28]([N:30]1[C:34]2[CH:35]=[CH:36][CH:37]=[CH:38][C:33]=2[N:32]=[C:31]1[CH2:39][N:40]([CH2:11]/[CH:10]=[CH:9]\[CH2:8][NH:7][C:6]([O:5][C:1]([CH3:2])([CH3:4])[CH3:3])=[O:13])[C@@H:41]1[C:50]2[N:49]=[CH:48][CH:47]=[CH:46][C:45]=2[CH2:44][CH2:43][CH2:42]1)=[O:29])([CH3:26])([CH3:24])[CH3:25]. The yield is 0.880. (2) The reactants are [O:1]=[C:2]([C:19]1[N:23]([CH3:24])[N:22]=[C:21]([CH3:25])[C:20]=1[CH3:26])[CH:3]([C:6]1[C:10]([CH2:11][CH3:12])=[N:9][N:8]([C:13]2[CH:18]=[CH:17][CH:16]=[CH:15][CH:14]=2)[N:7]=1)[C:4]#[N:5].[C:27](Cl)(=[O:32])[C:28]([CH3:31])([CH3:30])[CH3:29]. The catalyst is C1(C)C(C)=CC=CC=1. The product is [CH3:29][C:28]([CH3:31])([CH3:30])[C:27]([O:1]/[C:2](/[C:19]1[N:23]([CH3:24])[N:22]=[C:21]([CH3:25])[C:20]=1[CH3:26])=[C:3](\[C:6]1[C:10]([CH2:11][CH3:12])=[N:9][N:8]([C:13]2[CH:18]=[CH:17][CH:16]=[CH:15][CH:14]=2)[N:7]=1)/[C:4]#[N:5])=[O:32]. The yield is 0.930. (3) The reactants are [N+:1]([C:4]1[NH:8][N:7]=[C:6]([C:9]([OH:11])=[O:10])[CH:5]=1)([O-:3])=[O:2].S(Cl)(Cl)=O.C(=O)([O-])O.[Na+].[CH2:21](O)[CH3:22]. The catalyst is O. The product is [N+:1]([C:4]1[NH:8][N:7]=[C:6]([C:9]([O:11][CH2:21][CH3:22])=[O:10])[CH:5]=1)([O-:3])=[O:2]. The yield is 0.850.